From a dataset of Reaction yield outcomes from USPTO patents with 853,638 reactions. Predict the reaction yield, written as a fraction of the theoretical maximum amount of product (1.0 means a 100% yield; for example, 0.34 means a 34% yield). (1) The reactants are Cl.N[C@H:3]1[CH2:8][CH2:7][C@H:6]([N:9]([CH2:33][CH3:34])[C:10]2[C:25]3[CH2:24][CH:23]=[CH:22][CH2:21][CH2:20][C:19]4[CH:26]=[C:27]([CH3:31])[NH:28][C:29](=[O:30])[C:18]=4[CH2:17][NH:16][C:15](=[O:32])[C:14]=3[CH:13]=[CH:12][CH:11]=2)[CH2:5][CH2:4]1.[CH2:35]=O.[BH3-][C:38]#[N:39].[Na+]. The catalyst is CO. The product is [CH3:35][N:39]([CH3:38])[C@H:3]1[CH2:8][CH2:7][C@H:6]([N:9]([CH2:33][CH3:34])[C:10]2[C:25]3[CH2:24][CH:23]=[CH:22][CH2:21][CH2:20][C:19]4[CH:26]=[C:27]([CH3:31])[NH:28][C:29](=[O:30])[C:18]=4[CH2:17][NH:16][C:15](=[O:32])[C:14]=3[CH:13]=[CH:12][CH:11]=2)[CH2:5][CH2:4]1. The yield is 0.441. (2) The reactants are Cl.[Cl:2][C:3]1[CH:8]=[CH:7][CH:6]=[CH:5][C:4]=1[C:9](=[O:15])[CH2:10][CH2:11][N:12]([CH3:14])C.[Br:16][C:17]1[CH:18]=C([CH:21]=[CH:22][CH:23]=1)N. The catalyst is C(O)C.O. The product is [Br:16][C:17]1[CH:18]=[C:14]([NH:12][CH2:11][CH2:10][C:9]([C:4]2[CH:5]=[CH:6][CH:7]=[CH:8][C:3]=2[Cl:2])=[O:15])[CH:21]=[CH:22][CH:23]=1. The yield is 0.400. (3) The reactants are [C:1]([C:5]1[CH:10]=[C:9]([Br:11])[C:8]([N+:12]([O-:14])=[O:13])=[CH:7][C:6]=1[OH:15])([CH3:4])([CH3:3])[CH3:2].[C:16]([O-])([O-])=O.[Cs+].[Cs+].CI. The catalyst is CN(C=O)C.O. The product is [C:1]([C:5]1[CH:10]=[C:9]([Br:11])[C:8]([N+:12]([O-:14])=[O:13])=[CH:7][C:6]=1[O:15][CH3:16])([CH3:4])([CH3:2])[CH3:3]. The yield is 0.690. (4) The reactants are Br[C:2]1[CH:12]=[CH:11][C:5]2[O:6][C:7]([F:10])([F:9])[O:8][C:4]=2[CH:3]=1.C(O[B:17]1[O:21][C:20]([CH3:23])([CH3:22])[C:19]([CH3:25])([CH3:24])[O:18]1)(C)C. The catalyst is O1CCCC1. The product is [F:9][C:7]1([F:10])[O:6][C:5]2[CH:11]=[CH:12][C:2]([B:17]3[O:21][C:20]([CH3:23])([CH3:22])[C:19]([CH3:25])([CH3:24])[O:18]3)=[CH:3][C:4]=2[O:8]1. The yield is 0.840. (5) The reactants are CC1(C)C(C)(C)OB([C:9]2[CH:10]=[C:11]3[C:16](=[C:17]([O:19][CH2:20][O:21][CH2:22][CH2:23][Si:24]([CH3:27])([CH3:26])[CH3:25])[CH:18]=2)[N:15]=[CH:14][N:13]([CH2:28][O:29][CH2:30][CH2:31][Si:32]([CH3:35])([CH3:34])[CH3:33])[C:12]3=[O:36])O1.Br[C:39]1[CH:40]=[C:41]2[C:45](=[CH:46][CH:47]=1)[N:44]([CH3:48])[N:43]=[CH:42]2.C(=O)([O-])[O-].[K+].[K+]. The catalyst is CN(C)C=O.O.C1(P([C-]2C=CC=C2)C2C=CC=CC=2)C=CC=CC=1.[C-]1(P(C2C=CC=CC=2)C2C=CC=CC=2)C=CC=C1.[Fe+2].[Pd](Cl)Cl. The product is [CH3:48][N:44]1[C:45]2[C:41](=[CH:40][C:39]([C:9]3[CH:10]=[C:11]4[C:16](=[C:17]([O:19][CH2:20][O:21][CH2:22][CH2:23][Si:24]([CH3:26])([CH3:27])[CH3:25])[CH:18]=3)[N:15]=[CH:14][N:13]([CH2:28][O:29][CH2:30][CH2:31][Si:32]([CH3:35])([CH3:34])[CH3:33])[C:12]4=[O:36])=[CH:47][CH:46]=2)[CH:42]=[N:43]1. The yield is 0.270. (6) The reactants are C1C=CC(P(C2C=CC=CC=2)C2C=CC=CC=2)=CC=1.II.[CH2:22]([O:29][N:30]1[C:36](=[O:37])[N:35]2[CH2:38][C@H:31]1[CH2:32][CH2:33][C@H:34]2[C:39]([NH:41][NH:42][C:43](=O)[CH2:44][CH2:45][CH2:46][NH:47][C:48](=[O:54])[O:49][C:50]([CH3:53])([CH3:52])[CH3:51])=[O:40])[C:23]1[CH:28]=[CH:27][CH:26]=[CH:25][CH:24]=1. The catalyst is C(Cl)Cl. The product is [CH2:22]([O:29][N:30]1[C:36](=[O:37])[N:35]2[CH2:38][C@H:31]1[CH2:32][CH2:33][C@H:34]2[C:39]1[O:40][C:43]([CH2:44][CH2:45][CH2:46][NH:47][C:48](=[O:54])[O:49][C:50]([CH3:52])([CH3:53])[CH3:51])=[N:42][N:41]=1)[C:23]1[CH:28]=[CH:27][CH:26]=[CH:25][CH:24]=1. The yield is 0.860.